Dataset: Reaction yield outcomes from USPTO patents with 853,638 reactions. Task: Predict the reaction yield, written as a fraction of the theoretical maximum amount of product (1.0 means a 100% yield; for example, 0.34 means a 34% yield). The reactants are [C:1]([O:5][C:6](=[O:14])[C:7]1[CH:12]=[CH:11][C:10]([OH:13])=[CH:9][CH:8]=1)([CH3:4])([CH3:3])[CH3:2].C([O-])([O-])=O.[K+].[K+].Br[CH2:22][CH2:23][Cl:24]. The catalyst is CC(CC(C)C)=O. The product is [C:1]([O:5][C:6](=[O:14])[C:7]1[CH:8]=[CH:9][C:10]([O:13][CH2:22][CH2:23][Cl:24])=[CH:11][CH:12]=1)([CH3:4])([CH3:2])[CH3:3]. The yield is 0.940.